This data is from CYP3A4 inhibition data for predicting drug metabolism from PubChem BioAssay. The task is: Regression/Classification. Given a drug SMILES string, predict its absorption, distribution, metabolism, or excretion properties. Task type varies by dataset: regression for continuous measurements (e.g., permeability, clearance, half-life) or binary classification for categorical outcomes (e.g., BBB penetration, CYP inhibition). Dataset: cyp3a4_veith. The drug is CCN(CC)c1ccc(/C=N/NC(=S)NCc2ccccc2)cc1. The result is 1 (inhibitor).